This data is from Forward reaction prediction with 1.9M reactions from USPTO patents (1976-2016). The task is: Predict the product of the given reaction. (1) The product is: [F:38][C:21]1[C:20]([O:19][C:18]2[CH:17]=[C:16]([C:14]3[CH:13]=[CH:12][CH:11]=[C:10]([CH2:9][NH:8][C:6](=[O:7])[O:5][C:1]([CH3:4])([CH3:3])[CH3:2])[CH:15]=3)[CH:41]=[C:40]([CH2:42][CH2:43][OH:44])[CH:39]=2)=[N:25][C:24]([O:26][C@H:27]([CH2:35][CH3:36])[CH2:28][OH:29])=[C:23]([F:37])[CH:22]=1. Given the reactants [C:1]([O:5][C:6]([NH:8][CH2:9][C:10]1[CH2:15][CH:14]([C:16]2[CH:17]=[C:18]([CH:39]=[C:40]([CH2:42][CH:43]=[O:44])[CH:41]=2)[O:19][C:20]2[N:25]=[C:24]([O:26][C@H:27]([CH2:35][CH3:36])[C:28](OC(C)(C)C)=[O:29])[C:23]([F:37])=[CH:22][C:21]=2[F:38])[CH:13]=[CH:12][CH:11]=1)=[O:7])([CH3:4])([CH3:3])[CH3:2].[BH4-].[Na+].O, predict the reaction product. (2) Given the reactants [NH2:1][C@H:2]([C:22]([OH:24])=[O:23])[CH2:3][C:4]1[CH:11]=[C:9]([I:10])[C:8]([O:12][C:13]2[CH:20]=[C:18]([I:19])[C:17]([OH:21])=[C:15]([I:16])[CH:14]=2)=[C:6]([I:7])[CH:5]=1.C([O-])([O-])=O.[Na+].[Na+].[C:31]([O:35][C:36](O[C:36]([O:35][C:31]([CH3:34])([CH3:33])[CH3:32])=[O:37])=[O:37])([CH3:34])([CH3:33])[CH3:32], predict the reaction product. The product is: [C:36]([NH:1][C@H:2]([C:22]([OH:24])=[O:23])[CH2:3][C:4]1[CH:5]=[C:6]([I:7])[C:8]([O:12][C:13]2[CH:14]=[C:15]([I:16])[C:17]([OH:21])=[C:18]([I:19])[CH:20]=2)=[C:9]([I:10])[CH:11]=1)([O:35][C:31]([CH3:34])([CH3:33])[CH3:32])=[O:37]. (3) The product is: [OH:1][C:2]1[C:7]2[C:8]([CH2:13][CH3:14])=[CH:9][C:10](=[O:12])[O:11][C:6]=2[CH:5]=[C:4]([OH:19])[CH:3]=1. Given the reactants [OH:1][C:2]1[C:7]2[C:8]([C:13]3C=CC=C[CH:14]=3)=[CH:9][C:10](=[O:12])[O:11][C:6]=2[CH:5]=[C:4]([OH:19])[CH:3]=1.C1(C=C(O)C=C(O)C=1)O.CCOC(CC(C1C=CC=CC=1)=O)=O.OS(C(F)(F)F)(=O)=O, predict the reaction product. (4) Given the reactants Cl[C:2]1[C:3](=[O:15])[N:4](C2CCCCO2)[N:5]=[CH:6][C:7]=1Cl.[F:16][C:17]1[C:22]([F:23])=[CH:21][CH:20]=[CH:19][C:18]=1[OH:24].C[O:26][C:27](=[O:36])[CH:28](Br)[CH2:29][CH:30]1[CH2:34][CH2:33][CH2:32][CH2:31]1, predict the reaction product. The product is: [CH:30]1([CH2:29][CH:28]([N:4]2[C:3](=[O:15])[CH:2]=[C:7]([O:24][C:18]3[CH:19]=[CH:20][CH:21]=[C:22]([F:23])[C:17]=3[F:16])[CH:6]=[N:5]2)[C:27]([OH:26])=[O:36])[CH2:34][CH2:33][CH2:32][CH2:31]1. (5) Given the reactants [Mg].[CH2:2](Br)[CH2:3][CH2:4][CH2:5][CH2:6][CH2:7][CH2:8][CH2:9]/[CH:10]=[CH:11]\[CH2:12]/[CH:13]=[CH:14]\[CH2:15][CH2:16][CH2:17][CH2:18][CH3:19].CN([CH:24]=[O:25])C, predict the reaction product. The product is: [CH:24](=[O:25])[CH2:2][CH2:3][CH2:4][CH2:5][CH2:6][CH2:7][CH2:8][CH2:9]/[CH:10]=[CH:11]\[CH2:12]/[CH:13]=[CH:14]\[CH2:15][CH2:16][CH2:17][CH2:18][CH3:19].